This data is from CYP2C9 inhibition data for predicting drug metabolism from PubChem BioAssay. The task is: Regression/Classification. Given a drug SMILES string, predict its absorption, distribution, metabolism, or excretion properties. Task type varies by dataset: regression for continuous measurements (e.g., permeability, clearance, half-life) or binary classification for categorical outcomes (e.g., BBB penetration, CYP inhibition). Dataset: cyp2c9_veith. (1) The molecule is COC(=O)[C@@]1(Cc2ccccc2)[C@H]2c3cc(C(=O)N4CCCC4)n(Cc4cc(F)cc5c4OCOC5)c3C[C@H]2CN1C(=O)c1ccccc1. The result is 1 (inhibitor). (2) The molecule is Cc1cccc(NC(=O)C2(c3ccccc3)CC2(Cl)Cl)c1. The result is 1 (inhibitor). (3) The drug is CS(=O)(=O)c1ccc(-c2cc(Br)sc2-c2ccc(F)cc2)cc1. The result is 1 (inhibitor). (4) The compound is NC[C@@H]1O[C@H](O[C@@H]2[C@H](CO)O[C@H](O[C@@H]3[C@H](O[C@@H]4O[C@H](CO)[C@@H](O)[C@H](O)[C@@H]4N)[C@@H](N)C[C@@H](N)[C@H]3O)[C@H]2O)[C@@H](N)[C@H](O)[C@@H]1O. The result is 0 (non-inhibitor).